Dataset: Forward reaction prediction with 1.9M reactions from USPTO patents (1976-2016). Task: Predict the product of the given reaction. (1) Given the reactants [CH3:1][C:2]1[C@@H:7]([CH3:8])[O:6][C@@H:5]([C:9]2[CH:14]=[CH:13][N:12]=[CH:11][C:10]=2[N+:15]([O-:17])=[O:16])[CH2:4][C:3]=1[O:18][Si](C)(C)C.Cl.[OH-].[Na+], predict the reaction product. The product is: [CH3:8][CH:7]1[CH:2]([CH3:1])[C:3](=[O:18])[CH2:4][CH:5]([C:9]2[CH:14]=[CH:13][N:12]=[CH:11][C:10]=2[N+:15]([O-:17])=[O:16])[O:6]1. (2) Given the reactants C([O:5][C:6](=[O:43])[C:7]1[CH:12]=[C:11]([O:13][CH2:14][CH2:15][CH2:16][CH2:17][CH2:18][CH2:19][C:20]2[CH:25]=[CH:24][CH:23]=[C:22]([O:26][CH2:27][CH2:28][CH2:29][C:30]([O:32][CH2:33][CH3:34])=[O:31])[C:21]=2[CH2:35][CH2:36][C:37]([O:39][CH2:40][CH3:41])=[O:38])[CH:10]=[C:9]([Br:42])[CH:8]=1)(C)(C)C.FC(F)(F)C(O)=O, predict the reaction product. The product is: [Br:42][C:9]1[CH:8]=[C:7]([CH:12]=[C:11]([O:13][CH2:14][CH2:15][CH2:16][CH2:17][CH2:18][CH2:19][C:20]2[CH:25]=[CH:24][CH:23]=[C:22]([O:26][CH2:27][CH2:28][CH2:29][C:30]([O:32][CH2:33][CH3:34])=[O:31])[C:21]=2[CH2:35][CH2:36][C:37]([O:39][CH2:40][CH3:41])=[O:38])[CH:10]=1)[C:6]([OH:43])=[O:5]. (3) The product is: [Br:25][C:26]1[C:31]([F:32])=[CH:30][C:29]([NH:33][C:34]([C:36]2[C:41](=[O:42])[N:40]([CH2:15][C:12]3[CH:13]=[CH:14][C:9]([Br:8])=[CH:10][C:11]=3[F:17])[N:39]3[CH2:43][CH2:44][CH2:45][C@:38]3([CH3:46])[C:37]=2[OH:47])=[O:35])=[CH:28][C:27]=1[F:48]. Given the reactants C1(C)C=CC=CC=1.[Br:8][C:9]1[CH:14]=[CH:13][C:12]([CH2:15]Br)=[C:11]([F:17])[CH:10]=1.CC(C)(C)C[O-].[K+].[Br:25][C:26]1[C:31]([F:32])=[CH:30][C:29]([NH:33][C:34]([C:36]2[C:41](=[O:42])[NH:40][N:39]3[CH2:43][CH2:44][CH2:45][C@:38]3([CH3:46])[C:37]=2[OH:47])=[O:35])=[CH:28][C:27]=1[F:48], predict the reaction product. (4) Given the reactants [OH:1][CH2:2][C:3]1[CH:17]=[CH:16][C:6]([CH2:7][N:8]2[CH:12]=[C:11]([C:13]([OH:15])=O)[N:10]=[N:9]2)=[CH:5][CH:4]=1.[C:18]([O:22][C:23](=[O:35])[NH:24][C:25]1[CH:30]=[C:29]([CH3:31])[C:28]([CH2:32][NH2:33])=[C:27]([CH3:34])[N:26]=1)([CH3:21])([CH3:20])[CH3:19].CN(C(ON1N=NC2C=CC=NC1=2)=[N+](C)C)C.F[P-](F)(F)(F)(F)F.CCN(C(C)C)C(C)C, predict the reaction product. The product is: [C:18]([O:22][C:23](=[O:35])[NH:24][C:25]1[CH:30]=[C:29]([CH3:31])[C:28]([CH2:32][NH:33][C:13]([C:11]2[N:10]=[N:9][N:8]([CH2:7][C:6]3[CH:5]=[CH:4][C:3]([CH2:2][OH:1])=[CH:17][CH:16]=3)[CH:12]=2)=[O:15])=[C:27]([CH3:34])[N:26]=1)([CH3:21])([CH3:20])[CH3:19].